Predict the reaction yield, written as a fraction of the theoretical maximum amount of product (1.0 means a 100% yield; for example, 0.34 means a 34% yield). From a dataset of Reaction yield outcomes from USPTO patents with 853,638 reactions. (1) The reactants are Cl[CH2:2][C:3]1[CH:13]=[CH:12][C:6]2[O:7][C:8]([F:11])([F:10])[O:9][C:5]=2[CH:4]=1.[C-:14]#[N:15].[Na+].O.C(OC)(C)(C)C. The catalyst is CS(C)=O. The product is [F:10][C:8]1([F:11])[O:7][C:6]2[CH:12]=[CH:13][C:3]([CH2:2][C:14]#[N:15])=[CH:4][C:5]=2[O:9]1. The yield is 0.950. (2) The reactants are CO[C:3](=[O:24])[C:4]1[CH:9]=[CH:8][C:7]([O:10][CH2:11][C:12]2[C:13]([C:18]3[CH:23]=[CH:22][CH:21]=[CH:20][CH:19]=3)=[N:14][O:15][C:16]=2[CH3:17])=[N:6][CH:5]=1.[NH2:25][CH2:26][CH2:27][CH2:28][CH2:29][CH2:30][OH:31]. The yield is 0.140. No catalyst specified. The product is [OH:31][CH2:30][CH2:29][CH2:28][CH2:27][CH2:26][NH:25][C:3](=[O:24])[C:4]1[CH:9]=[CH:8][C:7]([O:10][CH2:11][C:12]2[C:13]([C:18]3[CH:19]=[CH:20][CH:21]=[CH:22][CH:23]=3)=[N:14][O:15][C:16]=2[CH3:17])=[N:6][CH:5]=1. (3) The reactants are [O:1]1[C:6]2[CH:7]=[CH:8][C:9]([C:11]3[C:19]4[C:14](=[CH:15][CH:16]=[C:17]([C:20]#[N:21])[CH:18]=4)[NH:13][N:12]=3)=[CH:10][C:5]=2[O:4][CH2:3][CH2:2]1.[OH:22]O.[OH-].[Na+].Cl. The catalyst is O.C(O)C. The product is [O:1]1[C:6]2[CH:7]=[CH:8][C:9]([C:11]3[C:19]4[C:14](=[CH:15][CH:16]=[C:17]([C:20]([NH2:21])=[O:22])[CH:18]=4)[NH:13][N:12]=3)=[CH:10][C:5]=2[O:4][CH2:3][CH2:2]1. The yield is 0.500. (4) The reactants are [Br:1][C:2]1[CH:3]=[C:4]([CH:7]=[CH:8][CH:9]=1)[CH:5]=[O:6].[CH2:10](O)[CH2:11][OH:12].C1(C)C=CC(S(O)(=O)=O)=CC=1. The catalyst is C1(C)C=CC=CC=1. The product is [Br:1][C:2]1[CH:3]=[C:4]([CH:5]2[O:12][CH2:11][CH2:10][O:6]2)[CH:7]=[CH:8][CH:9]=1. The yield is 0.820. (5) The reactants are [Cl:1][C:2]1[CH:9]=[CH:8][CH:7]=[C:6]([O:10][C:11]2[CH:12]=[C:13]([CH3:17])[CH:14]=[CH:15][CH:16]=2)[C:3]=1[C:4]#[N:5].[Cl:18][S:19](O)(=[O:21])=[O:20]. The catalyst is ClCCl. The product is [Cl:1][C:2]1[C:3]([C:4]#[N:5])=[C:6]([CH:7]=[CH:8][CH:9]=1)[O:10][C:11]1[CH:16]=[CH:15][C:14]([S:19]([Cl:18])(=[O:21])=[O:20])=[C:13]([CH3:17])[CH:12]=1. The yield is 0.430. (6) The reactants are [CH3:1][S:2][C:3]1(C(O)=O)[CH:8]=[CH:7][CH:6]=[CH:5][NH:4]1.B.C1C[O:16][CH2:15]C1. The catalyst is CO. The product is [CH3:1][S:2][C:3]1[C:8]([CH2:15][OH:16])=[CH:7][CH:6]=[CH:5][N:4]=1. The yield is 0.300. (7) The reactants are [CH3:1][C:2]1[C:9]([N+:10]([O-])=O)=[CH:8][CH:7]=[CH:6][C:3]=1[C:4]#[N:5].[Cl-].[NH4+]. The catalyst is O1CCCC1.CO.[Zn]. The product is [NH2:10][C:9]1[C:2]([CH3:1])=[C:3]([CH:6]=[CH:7][CH:8]=1)[C:4]#[N:5]. The yield is 0.930. (8) The reactants are [NH2:1][C:2]1[C:7]([F:8])=[C:6](Cl)[N:5]=[C:4]([C:10]([O:12][CH3:13])=[O:11])[C:3]=1[Cl:14].[Cl:15][C:16]1[CH:21]=[CH:20][C:19](B2OCCCO2)=[C:18]([F:28])[C:17]=1[O:29][CH3:30].[F-].[K+].C(#N)C. The catalyst is Cl[Pd](Cl)([P](C1C=CC=CC=1)(C1C=CC=CC=1)C1C=CC=CC=1)[P](C1C=CC=CC=1)(C1C=CC=CC=1)C1C=CC=CC=1.O. The product is [NH2:1][C:2]1[C:7]([F:8])=[C:6]([C:19]2[CH:20]=[CH:21][C:16]([Cl:15])=[C:17]([O:29][CH3:30])[C:18]=2[F:28])[N:5]=[C:4]([C:10]([O:12][CH3:13])=[O:11])[C:3]=1[Cl:14]. The yield is 0.760. (9) The reactants are [N:1]1([CH2:6][C:7]([OH:9])=O)[CH:5]=[CH:4][N:3]=[CH:2]1.[N+:10]([C:13]1[CH:18]=[C:17]([NH2:19])[CH:16]=[CH:15][C:14]=1[NH2:20])([O-:12])=[O:11].C(OP(ON1C(=O)C2C=CC=CC=2N=N1)(OCC)=O)C.C(N(CC)CC)C. The catalyst is C(#N)C. The product is [NH2:20][C:14]1[CH:15]=[CH:16][C:17]([NH:19][C:7](=[O:9])[CH2:6][N:1]2[CH:5]=[CH:4][N:3]=[CH:2]2)=[CH:18][C:13]=1[N+:10]([O-:12])=[O:11]. The yield is 0.880. (10) The reactants are [Cl-].O[NH3+:3].[C:4](=[O:7])([O-])[OH:5].[Na+].CS(C)=O.[CH2:13]([C:15]1[N:16]=[C:17]([CH2:44][CH2:45][CH3:46])[N:18]([CH2:29][C:30]2[CH:35]=[CH:34][C:33]([C:36]3[C:37]([C:42]#[N:43])=[CH:38][CH:39]=[CH:40][CH:41]=3)=[CH:32][CH:31]=2)[C:19](=[O:28])[C:20]=1[C:21]1[CH:26]=[CH:25][C:24]([F:27])=[CH:23][CH:22]=1)[CH3:14]. The catalyst is O. The product is [CH2:13]([C:15]1[N:16]=[C:17]([CH2:44][CH2:45][CH3:46])[N:18]([CH2:29][C:30]2[CH:35]=[CH:34][C:33]([C:36]3[CH:41]=[CH:40][CH:39]=[CH:38][C:37]=3[C:42]3[NH:3][C:4](=[O:7])[O:5][N:43]=3)=[CH:32][CH:31]=2)[C:19](=[O:28])[C:20]=1[C:21]1[CH:22]=[CH:23][C:24]([F:27])=[CH:25][CH:26]=1)[CH3:14]. The yield is 0.720.